Dataset: Forward reaction prediction with 1.9M reactions from USPTO patents (1976-2016). Task: Predict the product of the given reaction. (1) Given the reactants O[C:2]1[CH:7]=[CH:6][N:5]=[CH:4][C:3]=1[S:8]([OH:11])(=[O:10])=O.C(N(CC)C(C)C)(C)C.O(Cl)[Cl:22].[P+5].[CH3:25][O:26][C:27]1[CH:28]=[C:29]([CH:31]=[CH:32][C:33]=1[O:34][CH3:35])[NH2:30].C([O-])(O)=O.[Na+], predict the reaction product. The product is: [Cl:22][C:2]1[CH:7]=[CH:6][N:5]=[CH:4][C:3]=1[S:8]([NH:30][C:29]1[CH:31]=[CH:32][C:33]([O:34][CH3:35])=[C:27]([O:26][CH3:25])[CH:28]=1)(=[O:10])=[O:11]. (2) Given the reactants CS(O[CH:6]([C:8]1[CH:21]=[C:20]2[C:11]([O:12][CH2:13][CH2:14][N:15]3[C:19]2=[N:18][C:17]([C:22]2[N:23]([CH:28]([CH3:30])[CH3:29])[CH:24]=[C:25]([CH3:27])[N:26]=2)=[CH:16]3)=[CH:10][CH:9]=1)[CH3:7])(=O)=O.[NH:31]1[CH2:36][CH2:35][CH:34]([C:37]([OH:40])([CH3:39])[CH3:38])[CH2:33][CH2:32]1, predict the reaction product. The product is: [CH:28]([N:23]1[CH:24]=[C:25]([CH3:27])[N:26]=[C:22]1[C:17]1[N:18]=[C:19]2[C:20]3[CH:21]=[C:8]([CH:6]([N:31]4[CH2:36][CH2:35][CH:34]([C:37]([OH:40])([CH3:39])[CH3:38])[CH2:33][CH2:32]4)[CH3:7])[CH:9]=[CH:10][C:11]=3[O:12][CH2:13][CH2:14][N:15]2[CH:16]=1)([CH3:29])[CH3:30]. (3) The product is: [F:1][C:2]([F:24])([C:14]([F:22])([F:23])[C:15]([F:20])([F:21])[C:16]([F:17])([F:18])[F:19])[CH2:3][CH2:4][CH2:5][CH2:6][CH2:7][CH2:8][OH:9]. Given the reactants [F:1][C:2]([F:24])([C:14]([F:23])([F:22])[C:15]([F:21])([F:20])[C:16]([F:19])([F:18])[F:17])[CH2:3][CH:4](I)[CH2:5][CH2:6][CH2:7][CH2:8][O:9]C(=O)C.Cl, predict the reaction product.